This data is from Peptide-MHC class I binding affinity with 185,985 pairs from IEDB/IMGT. The task is: Regression. Given a peptide amino acid sequence and an MHC pseudo amino acid sequence, predict their binding affinity value. This is MHC class I binding data. (1) The peptide sequence is YICFQIGGY. The MHC is HLA-B51:01 with pseudo-sequence HLA-B51:01. The binding affinity (normalized) is 0.0847. (2) The peptide sequence is ALNTITNLK. The MHC is HLA-A31:01 with pseudo-sequence HLA-A31:01. The binding affinity (normalized) is 0.655. (3) The peptide sequence is ACREQQLPV. The MHC is HLA-B07:02 with pseudo-sequence HLA-B07:02. The binding affinity (normalized) is 0.382. (4) The peptide sequence is DSPHYVPIL. The MHC is Mamu-A01 with pseudo-sequence Mamu-A01. The binding affinity (normalized) is 0.684. (5) The binding affinity (normalized) is 0.189. The peptide sequence is KTSTLIFFV. The MHC is Mamu-B01 with pseudo-sequence Mamu-B01. (6) The peptide sequence is WLRAHPVAI. The MHC is HLA-A66:01 with pseudo-sequence HLA-A66:01. The binding affinity (normalized) is 0.213.